From a dataset of NCI-60 drug combinations with 297,098 pairs across 59 cell lines. Regression. Given two drug SMILES strings and cell line genomic features, predict the synergy score measuring deviation from expected non-interaction effect. (1) Drug 1: C1CC(=O)NC(=O)C1N2CC3=C(C2=O)C=CC=C3N. Drug 2: C1CNP(=O)(OC1)N(CCCl)CCCl. Cell line: MDA-MB-231. Synergy scores: CSS=-5.87, Synergy_ZIP=-1.03, Synergy_Bliss=-7.34, Synergy_Loewe=-8.63, Synergy_HSA=-7.75. (2) Drug 1: CCC1=CC2CC(C3=C(CN(C2)C1)C4=CC=CC=C4N3)(C5=C(C=C6C(=C5)C78CCN9C7C(C=CC9)(C(C(C8N6C)(C(=O)OC)O)OC(=O)C)CC)OC)C(=O)OC.C(C(C(=O)O)O)(C(=O)O)O. Drug 2: CCN(CC)CCNC(=O)C1=C(NC(=C1C)C=C2C3=C(C=CC(=C3)F)NC2=O)C. Cell line: ACHN. Synergy scores: CSS=28.3, Synergy_ZIP=-2.72, Synergy_Bliss=0.123, Synergy_Loewe=-4.82, Synergy_HSA=-0.857. (3) Drug 1: CC1=C(C(=O)C2=C(C1=O)N3CC4C(C3(C2COC(=O)N)OC)N4)N. Drug 2: C1C(C(OC1N2C=NC3=C2NC=NCC3O)CO)O. Cell line: SNB-75. Synergy scores: CSS=36.7, Synergy_ZIP=-9.03, Synergy_Bliss=0.646, Synergy_Loewe=-15.4, Synergy_HSA=2.70. (4) Drug 1: COC1=C(C=C2C(=C1)N=CN=C2NC3=CC(=C(C=C3)F)Cl)OCCCN4CCOCC4. Drug 2: C1=NC2=C(N1)C(=S)N=CN2. Cell line: DU-145. Synergy scores: CSS=36.0, Synergy_ZIP=-10.6, Synergy_Bliss=-9.62, Synergy_Loewe=-6.07, Synergy_HSA=-3.16. (5) Drug 1: C1CC(=O)NC(=O)C1N2CC3=C(C2=O)C=CC=C3N. Drug 2: C1=C(C(=O)NC(=O)N1)N(CCCl)CCCl. Cell line: HOP-92. Synergy scores: CSS=32.7, Synergy_ZIP=-5.73, Synergy_Bliss=1.98, Synergy_Loewe=2.20, Synergy_HSA=4.30. (6) Synergy scores: CSS=39.5, Synergy_ZIP=3.05, Synergy_Bliss=-0.454, Synergy_Loewe=-13.8, Synergy_HSA=-5.17. Drug 2: CC1=C(C(=O)C2=C(C1=O)N3CC4C(C3(C2COC(=O)N)OC)N4)N. Cell line: NCI-H460. Drug 1: C1=CN(C=N1)CC(O)(P(=O)(O)O)P(=O)(O)O.